Dataset: Reaction yield outcomes from USPTO patents with 853,638 reactions. Task: Predict the reaction yield, written as a fraction of the theoretical maximum amount of product (1.0 means a 100% yield; for example, 0.34 means a 34% yield). (1) The product is [Cl:20][CH2:19][CH2:18][CH2:17][N:5]1[CH2:6][C@H:7]2[C@:3]([N:2]([CH3:9])[CH3:1])([CH2:8]2)[CH2:4]1. The reactants are [CH3:1][N:2]([CH3:9])[C@:3]12[CH2:8][C@H:7]1[CH2:6][NH:5][CH2:4]2.C([O-])([O-])=O.[K+].[K+].Br[CH2:17][CH2:18][CH2:19][Cl:20].O. The yield is 0.400. The catalyst is CC(C)=O. (2) The reactants are C(O/[C:5](/[C:15]([O:17][CH3:18])=[O:16])=[C:6](/[O:11]C(=O)C)\[C:7]([O:9]C)=O)(=O)C.[NH2:19][C:20]1[NH:21][CH:22]=[CH:23][N:24]=1.C1(C)C=CC(S(O)(=O)=O)=CC=1.C(OCC)(=O)C. The catalyst is CO. The product is [CH3:18][O:17][C:15]([C:5]1[N:19]=[C:20]2[NH:24][CH:23]=[CH:22][N:21]2[C:7](=[O:9])[C:6]=1[OH:11])=[O:16]. The yield is 0.410. (3) The reactants are [NH:1]1[C:9]2[C:4](=[CH:5][CH:6]=[CH:7][CH:8]=2)[C:3](=O)[C:2]1=[O:11].[CH3:12][C:13]1[CH:18]=[CH:17][C:16]([S:19]([N:22]=[C:23]2[NH:27][C:26](=[O:28])[CH2:25][S:24]2)(=[O:21])=[O:20])=[CH:15][CH:14]=1.C([O-])(=O)C.[Na+]. The catalyst is C(O)(=O)C. The product is [CH3:12][C:13]1[CH:18]=[CH:17][C:16]([S:19]([N:22]=[C:23]2[NH:27][C:26](=[O:28])[C:25](=[C:3]3[C:4]4[C:9](=[CH:8][CH:7]=[CH:6][CH:5]=4)[NH:1][C:2]3=[O:11])[S:24]2)(=[O:21])=[O:20])=[CH:15][CH:14]=1. The yield is 0.640. (4) The reactants are C([C:3]1[CH:4]=[C:5]([CH:11]=[CH:12][C:13]=1[O:14][CH3:15])[C:6]([O:8][CH2:9][CH3:10])=[O:7])=O.[CH:16]([O:21][CH3:22])([O:19][CH3:20])OC.O.C1(C)C=CC(S(O)(=O)=O)=CC=1.C(=O)(O)[O-].[Na+]. The yield is 0.970. The product is [CH3:22][O:21][CH:16]([O:19][CH3:20])[C:3]1[CH:4]=[C:5]([CH:11]=[CH:12][C:13]=1[O:14][CH3:15])[C:6]([O:8][CH2:9][CH3:10])=[O:7]. The catalyst is CO. (5) The reactants are [CH2:1]([O:5][C:6]1[N:14]=[C:13]2[C:9]([N:10]=[C:11]([O:41]C)[N:12]2[CH2:15][CH:16]2[CH2:21][CH2:20][N:19]([CH2:22][CH2:23][CH2:24][N:25]([CH2:27][CH2:28][O:29][C:30]3[CH:35]=[CH:34][CH:33]=[C:32]([CH2:36][C:37]([O:39][CH3:40])=[O:38])[CH:31]=3)[CH3:26])[CH2:18][CH2:17]2)=[C:8]([NH2:43])[N:7]=1)[CH2:2][CH2:3][CH3:4].S(=O)(=O)(O)O.C(=O)(O)[O-].[Na+]. The catalyst is CO. The product is [CH2:1]([O:5][C:6]1[N:14]=[C:13]2[C:9]([NH:10][C:11](=[O:41])[N:12]2[CH2:15][CH:16]2[CH2:21][CH2:20][N:19]([CH2:22][CH2:23][CH2:24][N:25]([CH2:27][CH2:28][O:29][C:30]3[CH:35]=[CH:34][CH:33]=[C:32]([CH2:36][C:37]([O:39][CH3:40])=[O:38])[CH:31]=3)[CH3:26])[CH2:18][CH2:17]2)=[C:8]([NH2:43])[N:7]=1)[CH2:2][CH2:3][CH3:4]. The yield is 0.500.